Dataset: Forward reaction prediction with 1.9M reactions from USPTO patents (1976-2016). Task: Predict the product of the given reaction. (1) Given the reactants [CH:1]1([CH2:4][N:5]2[CH2:10][CH2:9][N:8]([C:11](OC(C)(C)C)=O)[CH2:7][CH2:6]2)[CH2:3][CH2:2]1.Cl.ClC[C@H:21]1[CH2:23][O:22]1.[OH-].[Na+], predict the reaction product. The product is: [CH:1]1([CH2:4][N:5]2[CH2:6][CH2:7][N:8]([CH2:11][C@@H:21]3[CH2:23][O:22]3)[CH2:9][CH2:10]2)[CH2:2][CH2:3]1. (2) Given the reactants [N+:1]([C:4]1[CH:5]=[C:6]2[C:11](=[CH:12][CH:13]=1)[O:10][C@@H:9]([C:14]([OH:16])=O)[CH2:8][CH2:7]2)([O-:3])=[O:2].[NH2:17][CH2:18][C@@H:19]([C:21]1[CH:22]=[N:23][CH:24]=[CH:25][CH:26]=1)[OH:20].C(N(CC)CC)C.OC1C2N=NNC=2C=CC=1.CCN=C=NCCCN(C)C, predict the reaction product. The product is: [OH:20][C@H:19]([C:21]1[CH:22]=[N:23][CH:24]=[CH:25][CH:26]=1)[CH2:18][NH:17][C:14]([C@H:9]1[CH2:8][CH2:7][C:6]2[C:11](=[CH:12][CH:13]=[C:4]([N+:1]([O-:3])=[O:2])[CH:5]=2)[O:10]1)=[O:16].